Dataset: Reaction yield outcomes from USPTO patents with 853,638 reactions. Task: Predict the reaction yield, written as a fraction of the theoretical maximum amount of product (1.0 means a 100% yield; for example, 0.34 means a 34% yield). (1) The reactants are F[C:2]1[CH:3]=[C:4]([CH2:12][C:13]([OH:15])=[O:14])[CH:5]=[CH:6][C:7]=1C(F)(F)F.[CH2:16](N(CC)CC)[CH3:17].C(Cl)(=O)C(C)(C)C.C([C@@H]1COC(=O)N1)C1C=CC=CC=1.C([Li])CCC.[NH4+].[Cl-]. The catalyst is CCOCC.C1COCC1. The product is [CH3:4][CH2:3][CH2:2][CH2:7][CH2:6][CH3:5].[C:13]([O:15][CH2:16][CH3:17])(=[O:14])[CH3:12]. The yield is 0.571. (2) The reactants are [CH3:1][C:2]1[N:23]([CH3:24])[C:5]2[CH:6]=[C:7]([C:20](O)=[O:21])[C:8]3[CH2:9][CH2:10][CH:11]([C:14]4[CH:19]=[CH:18][CH:17]=[CH:16][CH:15]=4)[NH:12][C:13]=3[C:4]=2[N:3]=1.[CH3:25][NH2:26].O. The catalyst is O1CCCC1.CN(C)C=O. The product is [CH3:25][NH:26][C:20]([C:7]1[C:8]2[CH2:9][CH2:10][CH:11]([C:14]3[CH:19]=[CH:18][CH:17]=[CH:16][CH:15]=3)[NH:12][C:13]=2[C:4]2[N:3]=[C:2]([CH3:1])[N:23]([CH3:24])[C:5]=2[CH:6]=1)=[O:21]. The yield is 0.840. (3) The reactants are [H-].[Na+].[CH3:3][C:4]1[CH:9]=[C:8]([CH3:10])[CH:7]=[C:6]([CH3:11])[C:5]=1[OH:12].[Cl:13][C:14]1[N:15]=[C:16](Cl)[C:17]2[S:22][CH:21]=[CH:20][C:18]=2[N:19]=1. The catalyst is C1COCC1.O. The product is [Cl:13][C:14]1[N:15]=[C:16]([O:12][C:5]2[C:6]([CH3:11])=[CH:7][C:8]([CH3:10])=[CH:9][C:4]=2[CH3:3])[C:17]2[S:22][CH:21]=[CH:20][C:18]=2[N:19]=1. The yield is 0.560. (4) The reactants are [CH:1]([O:4][CH2:5][CH2:6][NH:7][S:8]([NH:11][C:12](=[O:39])[O:13][CH2:14][CH2:15][CH2:16][C:17]1[CH:22]=[CH:21][C:20]([O:23]COC)=[CH:19][C:18]=1[O:27][C:28]1[C:33]([Cl:34])=[CH:32][C:31]([C:35]([F:38])([F:37])[F:36])=[CH:30][N:29]=1)(=[O:10])=[O:9])([CH3:3])[CH3:2].C(=O)([O-])O.[Na+]. The catalyst is Cl.CO. The product is [CH:1]([O:4][CH2:5][CH2:6][NH:7][S:8]([NH:11][C:12](=[O:39])[O:13][CH2:14][CH2:15][CH2:16][C:17]1[CH:22]=[CH:21][C:20]([OH:23])=[CH:19][C:18]=1[O:27][C:28]1[C:33]([Cl:34])=[CH:32][C:31]([C:35]([F:36])([F:38])[F:37])=[CH:30][N:29]=1)(=[O:10])=[O:9])([CH3:3])[CH3:2]. The yield is 0.810. (5) The reactants are N12CCN(CC1)CC2.[SH:9][C:10]1[CH:11]=[N:12][C:13]2[C:18]([C:19]=1[CH2:20][OH:21])=[CH:17][C:16]([O:22][CH3:23])=[CH:15][CH:14]=2.[CH2:24]([O:26][C:27](=[O:30])[CH:28]=[CH2:29])[CH3:25]. No catalyst specified. The product is [CH2:24]([O:26][C:27]([CH:28]1[CH:20]([OH:21])[C:19]2[C:18]3[C:13](=[CH:14][CH:15]=[C:16]([O:22][CH3:23])[CH:17]=3)[N:12]=[CH:11][C:10]=2[S:9][CH2:29]1)=[O:30])[CH3:25]. The yield is 0.995. (6) The reactants are [C:1]([O:5][C:6](=[O:38])[NH:7][C:8]1([C:12]2[CH:17]=[CH:16][C:15]([C:18]3[C:19](=[O:37])[C:20]4[C:21]([O:29][C:30]=3[C:31]3[CH:36]=[CH:35][CH:34]=[CH:33][CH:32]=3)=[C:22]3[C:26](=[CH:27][CH:28]=4)[NH:25][N:24]=[CH:23]3)=[CH:14][CH:13]=2)[CH2:11][CH2:10][CH2:9]1)([CH3:4])([CH3:3])[CH3:2].[H-].[Na+].[CH3:41]I. The catalyst is CN(C=O)C. The product is [C:1]([O:5][C:6](=[O:38])[NH:7][C:8]1([C:12]2[CH:13]=[CH:14][C:15]([C:18]3[C:19](=[O:37])[C:20]4[C:21]([O:29][C:30]=3[C:31]3[CH:32]=[CH:33][CH:34]=[CH:35][CH:36]=3)=[C:22]3[C:26](=[CH:27][CH:28]=4)[N:25]([CH3:41])[N:24]=[CH:23]3)=[CH:16][CH:17]=2)[CH2:11][CH2:10][CH2:9]1)([CH3:4])([CH3:2])[CH3:3]. The yield is 0.600. (7) The reactants are C(NC(C)C)(C)C.C([Li])CCC.[CH3:13][O:14][C:15](=[O:26])[CH2:16][C:17]1[CH:22]=[CH:21][C:20]([S:23][CH3:24])=[C:19]([Cl:25])[CH:18]=1.I[CH2:28][CH:29]1[CH2:33][CH2:32][CH2:31][CH2:30]1. The catalyst is O1CCCC1.CN1CCCN(C)C1=O. The product is [CH3:13][O:14][C:15](=[O:26])[CH:16]([C:17]1[CH:22]=[CH:21][C:20]([S:23][CH3:24])=[C:19]([Cl:25])[CH:18]=1)[CH2:28][CH:29]1[CH2:33][CH2:32][CH2:31][CH2:30]1. The yield is 0.581. (8) The reactants are [C:1]([C:11]1[CH:16]=[CH:15][CH:14]=[CH:13][CH:12]=1)(=O)[CH2:2][CH2:3][CH2:4][CH2:5][CH2:6][CH2:7][CH2:8][CH3:9].[CH-:17]1[CH:21]=[CH:20][CH:19]=[CH:18]1.[Na+]. The catalyst is C1COCC1. The product is [CH2:2]([C:1]([C:11]1[CH:16]=[CH:15][CH:14]=[CH:13][CH:12]=1)=[C:20]1[CH:19]=[CH:18][CH:17]=[CH:21]1)[CH2:3][CH2:4][CH2:5][CH2:6][CH2:7][CH2:8][CH3:9]. The yield is 0.725.